This data is from Forward reaction prediction with 1.9M reactions from USPTO patents (1976-2016). The task is: Predict the product of the given reaction. (1) Given the reactants [CH3:1][C:2]1([CH3:39])[CH2:10][C:9]2[N:8]([CH2:11][O:12][CH2:13][CH2:14][Si:15]([CH3:18])([CH3:17])[CH3:16])[N:7]=[C:6]([C:19]([NH:21][C:22]3[CH:23]=[N:24][N:25]([CH:27]([C:33]4[CH:38]=[CH:37][CH:36]=[CH:35][CH:34]=4)[C:28](OCC)=[O:29])[CH:26]=3)=[O:20])[C:5]=2[CH2:4][CH2:3]1.[H-].[Al+3].[Li+].[H-].[H-].[H-].CCOC(C)=O, predict the reaction product. The product is: [OH:29][CH2:28][CH:27]([N:25]1[CH:26]=[C:22]([NH:21][C:19]([C:6]2[C:5]3[CH2:4][CH2:3][C:2]([CH3:39])([CH3:1])[CH2:10][C:9]=3[N:8]([CH2:11][O:12][CH2:13][CH2:14][Si:15]([CH3:17])([CH3:16])[CH3:18])[N:7]=2)=[O:20])[CH:23]=[N:24]1)[C:33]1[CH:38]=[CH:37][CH:36]=[CH:35][CH:34]=1. (2) The product is: [Cl:1][C:2]1[CH:3]=[C:4]([O:8][CH2:9][CH:10]2[CH2:14][CH2:13][CH2:12][N:11]2[O:15][C:18](=[O:19])[C:17]([CH3:22])([CH3:21])[CH3:16])[CH:5]=[N:6][CH:7]=1. Given the reactants [Cl:1][C:2]1[CH:3]=[C:4]([O:8][CH2:9][CH:10]2[CH2:14][CH2:13][CH2:12][N:11]2[OH:15])[CH:5]=[N:6][CH:7]=1.[CH3:16][C:17]([CH3:22])([CH3:21])[C:18](Cl)=[O:19].C([O-])([O-])=O.[K+].[K+], predict the reaction product. (3) Given the reactants [F:1][C:2]([F:23])([F:22])[CH2:3][N:4]1[C:9](=[O:10])[C:8](Cl)=[C:7]([C:12]2[CH:17]=[CH:16][C:15]([S:18]([CH3:21])(=[O:20])=[O:19])=[CH:14][CH:13]=2)[CH:6]=[N:5]1.[Cl:24][C:25]1[CH:26]=[C:27](B(O)O)[CH:28]=[C:29]([Cl:31])[CH:30]=1.[F-].[Cs+], predict the reaction product. The product is: [F:1][C:2]([F:23])([F:22])[CH2:3][N:4]1[C:9](=[O:10])[C:8]([C:27]2[CH:26]=[C:25]([Cl:24])[CH:30]=[C:29]([Cl:31])[CH:28]=2)=[C:7]([C:12]2[CH:17]=[CH:16][C:15]([S:18]([CH3:21])(=[O:20])=[O:19])=[CH:14][CH:13]=2)[CH:6]=[N:5]1. (4) Given the reactants [CH3:1][C:2]([Si:5](Cl)([CH3:7])[CH3:6])([CH3:4])[CH3:3].[CH3:9][C:10]1[N:11]=[CH:12][N:13]([C@@H:15]([CH3:18])[CH2:16][OH:17])[CH:14]=1, predict the reaction product. The product is: [Si:5]([O:17][CH2:16][C@@H:15]([N:13]1[CH:14]=[C:10]([CH3:9])[N:11]=[CH:12]1)[CH3:18])([C:2]([CH3:4])([CH3:3])[CH3:1])([CH3:7])[CH3:6]. (5) Given the reactants C[O:2][C:3]([C:5]1[S:9][C:8]([CH2:10][CH2:11][C:12]2[C:13]([C:18]3[CH:23]=[CH:22][CH:21]=[CH:20][N:19]=3)=[N:14][O:15][C:16]=2[CH3:17])=[N:7][C:6]=1[CH3:24])=[O:4].O.[OH-].[Li+].CO, predict the reaction product. The product is: [CH3:24][C:6]1[N:7]=[C:8]([CH2:10][CH2:11][C:12]2[C:13]([C:18]3[CH:23]=[CH:22][CH:21]=[CH:20][N:19]=3)=[N:14][O:15][C:16]=2[CH3:17])[S:9][C:5]=1[C:3]([OH:4])=[O:2]. (6) Given the reactants Cl[C:2]1[S:3][C:4]2[CH:10]=[CH:9][CH:8]=[CH:7][C:5]=2[N:6]=1.[CH3:11][O:12][C:13]1[CH:19]=[CH:18][C:16]([NH2:17])=[CH:15][CH:14]=1, predict the reaction product. The product is: [S:3]1[C:4]2[CH:10]=[CH:9][CH:8]=[CH:7][C:5]=2[N:6]=[C:2]1[NH:17][C:16]1[CH:18]=[CH:19][C:13]([O:12][CH3:11])=[CH:14][CH:15]=1. (7) Given the reactants [N+:1]([C:4]1[CH:11]=[CH:10][C:7]([CH2:8][OH:9])=[CH:6][CH:5]=1)([O-:3])=[O:2].C(=O)([O-])[O-].[K+].[K+].CS([C:22]1[N:27]=[CH:26][N:25]=[C:24]([O:28][C:29]2[CH:34]=[CH:33][CH:32]=[CH:31][C:30]=2/[C:35](=[CH:40]\[O:41][CH3:42])/[C:36]([O:38][CH3:39])=[O:37])[CH:23]=1)(=O)=O.O, predict the reaction product. The product is: [N+:1]([C:4]1[CH:5]=[CH:6][C:7]([CH2:8][O:9][C:22]2[N:27]=[CH:26][N:25]=[C:24]([O:28][C:29]3[CH:34]=[CH:33][CH:32]=[CH:31][C:30]=3/[C:35](=[CH:40]\[O:41][CH3:42])/[C:36]([O:38][CH3:39])=[O:37])[CH:23]=2)=[CH:10][CH:11]=1)([O-:3])=[O:2]. (8) The product is: [Br:29][C:30]1[CH:31]=[C:32]([CH:35]=[CH:36][CH:37]=1)[CH2:33][O:34][CH2:2][C:3]1[N:4]([C:20]2[CH:25]=[CH:24][C:23]([N+:26]([O-:28])=[O:27])=[CH:22][CH:21]=2)[CH:5]=[C:6]([C:8]2[C:9]([C:14]3[CH:19]=[CH:18][CH:17]=[CH:16][CH:15]=3)=[N:10][O:11][C:12]=2[CH3:13])[N:7]=1. Given the reactants Cl[CH2:2][C:3]1[N:4]([C:20]2[CH:25]=[CH:24][C:23]([N+:26]([O-:28])=[O:27])=[CH:22][CH:21]=2)[CH:5]=[C:6]([C:8]2[C:9]([C:14]3[CH:19]=[CH:18][CH:17]=[CH:16][CH:15]=3)=[N:10][O:11][C:12]=2[CH3:13])[N:7]=1.[Br:29][C:30]1[CH:31]=[C:32]([CH:35]=[CH:36][CH:37]=1)[CH2:33][OH:34], predict the reaction product. (9) Given the reactants C(OC([NH:8][C@H:9]([C:37](=[O:39])N)[CH2:10][C:11]1[CH:16]=[CH:15][C:14]([O:17][C:18](=[O:26])[C:19]2[CH:24]=[CH:23][C:22]([CH3:25])=[CH:21][CH:20]=2)=[C:13]([O:27][C:28](=[O:36])[C:29]2[CH:34]=[CH:33][C:32]([CH3:35])=[CH:31][CH:30]=2)[CH:12]=1)=O)(C)(C)C.[ClH:40].CC[O:43]CC, predict the reaction product. The product is: [Cl-:40].[CH3:35][C:32]1[CH:31]=[CH:30][C:29]([C:28]([O:27][C:13]2[CH:12]=[C:11]([CH2:10][C@H:9]([NH3+:8])[C:37]([OH:39])=[O:43])[CH:16]=[CH:15][C:14]=2[O:17][C:18](=[O:26])[C:19]2[CH:24]=[CH:23][C:22]([CH3:25])=[CH:21][CH:20]=2)=[O:36])=[CH:34][CH:33]=1.